From a dataset of Full USPTO retrosynthesis dataset with 1.9M reactions from patents (1976-2016). Predict the reactants needed to synthesize the given product. (1) The reactants are: [NH2:1][C:2]1([CH2:20][OH:21])[C:15]2[CH:14]=[C:13]([O:16][CH3:17])[CH:12]=[C:11]([F:18])[C:10]=2[O:9][C:8]2[C:3]1=[CH:4][C:5]([Br:19])=[CH:6][CH:7]=2.CC(C)([O-])C.[Li+].Br[CH2:29][C:30]#[N:31].O. Given the product [NH2:1][C:2]1([CH2:20][O:21][CH2:29][C:30]#[N:31])[C:15]2[CH:14]=[C:13]([O:16][CH3:17])[CH:12]=[C:11]([F:18])[C:10]=2[O:9][C:8]2[C:3]1=[CH:4][C:5]([Br:19])=[CH:6][CH:7]=2, predict the reactants needed to synthesize it. (2) Given the product [CH3:20][C:15]1[C:14]([C:8]2[CH:7]=[C:6]3[C:11]([C:2]([NH:32][C@@H:30]([C:25]4[CH:26]=[CH:27][CH:28]=[CH:29][N:24]=4)[CH3:31])=[C:3]([C:21]([NH2:23])=[O:22])[CH:4]=[N:5]3)=[CH:10][C:9]=2[O:12][CH3:13])=[C:18]([CH3:19])[O:17][N:16]=1, predict the reactants needed to synthesize it. The reactants are: Cl[C:2]1[C:11]2[C:6](=[CH:7][C:8]([C:14]3[C:15]([CH3:20])=[N:16][O:17][C:18]=3[CH3:19])=[C:9]([O:12][CH3:13])[CH:10]=2)[N:5]=[CH:4][C:3]=1[C:21]([NH2:23])=[O:22].[N:24]1[CH:29]=[CH:28][CH:27]=[CH:26][C:25]=1[C@H:30]([NH2:32])[CH3:31]. (3) Given the product [Cl:22][C:23]1[CH:24]=[C:25]([N:30]2[C:5]([C:7]3[CH:17]=[CH:16][C:10]4[O:11][CH2:12][C:13](=[O:15])[NH:14][C:9]=4[CH:8]=3)=[CH:4][C:3]([C:2]([F:20])([F:19])[F:1])=[N:31]2)[CH:26]=[CH:27][C:28]=1[F:29], predict the reactants needed to synthesize it. The reactants are: [F:1][C:2]([F:20])([F:19])[C:3](=O)[CH2:4][C:5]([C:7]1[CH:17]=[CH:16][C:10]2[O:11][CH2:12][C:13](=[O:15])[NH:14][C:9]=2[CH:8]=1)=O.Cl.[Cl:22][C:23]1[CH:24]=[C:25]([NH:30][NH2:31])[CH:26]=[CH:27][C:28]=1[F:29]. (4) The reactants are: [CH:1]1([NH:6][C:7]2[CH:8]=[CH:9][CH:10]=[C:11]3[C:15]=2[NH:14][C:13]([C:16]2[S:17][CH2:18][C@@H:19]([CH2:21][C:22]([OH:24])=O)[N:20]=2)=[CH:12]3)[CH2:5][CH2:4][CH2:3][CH2:2]1.Cl.[CH2:26]([NH2:28])[CH3:27].C(Cl)CCl.C1C=CC2N(O)N=NC=2C=1.C(N(CC)CC)C.C(=O)(O)[O-].[Na+]. Given the product [CH:1]1([NH:6][C:7]2[CH:8]=[CH:9][CH:10]=[C:11]3[C:15]=2[NH:14][C:13]([C:16]2[S:17][CH2:18][C@@H:19]([CH2:21][C:22]([NH:28][CH2:26][CH3:27])=[O:24])[N:20]=2)=[CH:12]3)[CH2:2][CH2:3][CH2:4][CH2:5]1, predict the reactants needed to synthesize it. (5) Given the product [C:1]([O:5][C:6](=[O:35])[C:7]([S:10][C:11]1[S:12][CH:13]=[C:14]([CH2:16][CH2:17][N:18]([C:19]2[N:24]=[CH:23][C:22]([CH2:25][CH3:26])=[CH:21][N:20]=2)[CH2:27][C:28]2[CH:29]=[CH:30][C:31]([NH:34][C:43](=[O:46])[CH2:44][CH3:45])=[CH:32][CH:33]=2)[N:15]=1)([CH3:8])[CH3:9])([CH3:2])([CH3:3])[CH3:4], predict the reactants needed to synthesize it. The reactants are: [C:1]([O:5][C:6](=[O:35])[C:7]([S:10][C:11]1[S:12][CH:13]=[C:14]([CH2:16][CH2:17][N:18]([CH2:27][C:28]2[CH:33]=[CH:32][C:31]([NH2:34])=[CH:30][CH:29]=2)[C:19]2[N:24]=[CH:23][C:22]([CH2:25][CH3:26])=[CH:21][N:20]=2)[N:15]=1)([CH3:9])[CH3:8])([CH3:4])([CH3:3])[CH3:2].C(N(CC)CC)C.[C:43](Cl)(=[O:46])[CH2:44][CH3:45]. (6) The reactants are: [CH2:1]([N:8]1[C:13](=[O:14])[C:12]([CH3:15])=[C:11]2[S:16][CH:17]=[CH:18][N:10]2[C:9]1=[O:19])[C:2]1[CH:7]=[CH:6][CH:5]=[CH:4][CH:3]=1.C[Si](C)(C)N[Si](C)(C)C.[Li].Cl[C:31]([O:33][CH2:34][C:35]1[CH:40]=[CH:39][CH:38]=[CH:37][CH:36]=1)=[O:32].[Cl-].[NH4+]. Given the product [CH2:34]([O:33][C:31]([C:17]1[S:16][C:11]2[N:10]([C:9](=[O:19])[N:8]([CH2:1][C:2]3[CH:3]=[CH:4][CH:5]=[CH:6][CH:7]=3)[C:13](=[O:14])[C:12]=2[CH3:15])[CH:18]=1)=[O:32])[C:35]1[CH:40]=[CH:39][CH:38]=[CH:37][CH:36]=1, predict the reactants needed to synthesize it.